Predict the reaction yield, written as a fraction of the theoretical maximum amount of product (1.0 means a 100% yield; for example, 0.34 means a 34% yield). From a dataset of Reaction yield outcomes from USPTO patents with 853,638 reactions. (1) The reactants are [S:1]1[C:5]2=[N:6][CH:7]=[CH:8][N:4]2[C:3]([NH:9][CH2:10][CH2:11][CH2:12][CH2:13][CH2:14][CH2:15][NH2:16])=[N:2]1.[Br:17][C:18]1[CH:23]=[CH:22][CH:21]=[CH:20][C:19]=1[S:24](Cl)(=[O:26])=[O:25].C(=O)([O-])[O-].[K+].[K+]. No catalyst specified. The product is [Br:17][C:18]1[CH:23]=[CH:22][CH:21]=[CH:20][C:19]=1[S:24]([NH:16][CH2:15][CH2:14][CH2:13][CH2:12][CH2:11][CH2:10][NH:9][C:3]1[N:4]2[CH:8]=[CH:7][N:6]=[C:5]2[S:1][N:2]=1)(=[O:26])=[O:25]. The yield is 0.524. (2) The reactants are [Cl:1][C:2]1[C:11]2[C:6](=[CH:7][C:8]([OH:14])=[C:9]([O:12][CH3:13])[CH:10]=2)[N:5]=[N:4][CH:3]=1.O[CH2:16][C:17]1[CH:22]=[CH:21][N:20]=[CH:19][CH:18]=1.N(C(N1CCCCC1)=O)=NC(N1CCCCC1)=O.C(P(CCCC)CCCC)CCC.Cl.C(O)(C)C. The catalyst is C(Cl)Cl. The product is [ClH:1].[Cl:1][C:2]1[C:11]2[C:6](=[CH:7][C:8]([O:14][CH2:16][C:17]3[CH:22]=[CH:21][N:20]=[CH:19][CH:18]=3)=[C:9]([O:12][CH3:13])[CH:10]=2)[N:5]=[N:4][CH:3]=1. The yield is 0.550. (3) The reactants are [OH:1][C:2]1[CH:9]=[C:8]([O:10][CH3:11])[CH:7]=[CH:6][C:3]=1[CH:4]=O.Cl.[NH2:13]O.C([O-])=O.[Na+]. The catalyst is C(O)=O. The product is [OH:1][C:2]1[CH:9]=[C:8]([O:10][CH3:11])[CH:7]=[CH:6][C:3]=1[C:4]#[N:13]. The yield is 0.840. (4) The reactants are [Br:1][C:2]1[N:3]=[C:4]2[C:10]([N+:11]([O-])=O)=[CH:9][NH:8][C:5]2=[N:6][CH:7]=1.O.O.Cl[Sn]Cl. The product is [Br:1][C:2]1[N:3]=[C:4]2[C:10]([NH2:11])=[CH:9][NH:8][C:5]2=[N:6][CH:7]=1. The catalyst is C(O)(=O)C.Cl. The yield is 0.546. (5) The reactants are [CH3:1][N:2]1[CH:6]=[CH:5][CH:4]=[N:3]1.C([Li])CCC.[CH3:12][Sn:13](Cl)([CH3:15])[CH3:14]. The catalyst is CCOCC. The product is [CH3:1][N:2]1[C:6]([Sn:13]([CH3:15])([CH3:14])[CH3:12])=[CH:5][CH:4]=[N:3]1. The yield is 0.420. (6) The reactants are N(C(OC(C)C)=O)=NC(OC(C)C)=O.C1(P(C2C=CC=CC=2)C2C=CC=CC=2)C=CC=CC=1.[N+:34]([C:37]1[CH:38]=[CH:39][C:40]([OH:43])=[N:41][CH:42]=1)([O-:36])=[O:35].O[CH:45]1[CH2:50][CH2:49][C:48]([CH3:56])([C:51]([O:53][CH2:54][CH3:55])=[O:52])[CH2:47][CH2:46]1. The catalyst is C1COCC1. The product is [CH3:56][C:48]1([C:51]([O:53][CH2:54][CH3:55])=[O:52])[CH2:49][CH2:50][CH:45]([O:43][C:40]2[CH:39]=[CH:38][C:37]([N+:34]([O-:36])=[O:35])=[CH:42][N:41]=2)[CH2:46][CH2:47]1. The yield is 0.530. (7) The product is [OH:8][C@H:5]1[CH2:6][CH2:7][C@H:2]([N:1]2[CH2:9][CH2:10][CH2:11][C:12]2=[O:13])[CH2:3][CH2:4]1. The catalyst is O. The yield is 0.430. The reactants are [NH2:1][C@H:2]1[CH2:7][CH2:6][C@H:5]([OH:8])[CH2:4][CH2:3]1.[C:9]1(=O)[O:13][CH2:12][CH2:11][CH2:10]1.